This data is from Peptide-MHC class I binding affinity with 185,985 pairs from IEDB/IMGT. The task is: Regression. Given a peptide amino acid sequence and an MHC pseudo amino acid sequence, predict their binding affinity value. This is MHC class I binding data. (1) The peptide sequence is NTPVFAIKK. The MHC is HLA-A11:01 with pseudo-sequence HLA-A11:01. The binding affinity (normalized) is 0.574. (2) The peptide sequence is CSDAFYPFY. The MHC is HLA-C04:01 with pseudo-sequence HLA-C04:01. The binding affinity (normalized) is 0.213. (3) The peptide sequence is FVNYNFTLV. The MHC is HLA-A26:01 with pseudo-sequence HLA-A26:01. The binding affinity (normalized) is 0.273. (4) The peptide sequence is ILYKDDMGV. The MHC is HLA-A02:01 with pseudo-sequence HLA-A02:01. The binding affinity (normalized) is 0.414. (5) The peptide sequence is AQLYAYAGF. The MHC is HLA-A11:01 with pseudo-sequence HLA-A11:01. The binding affinity (normalized) is 0.0847. (6) The peptide sequence is MLYPLLWMF. The MHC is HLA-A02:01 with pseudo-sequence HLA-A02:01. The binding affinity (normalized) is 0.526. (7) The peptide sequence is TCDGNTFTY. The MHC is HLA-A03:01 with pseudo-sequence HLA-A03:01. The binding affinity (normalized) is 0.0847. (8) The peptide sequence is YHHFKTIEL. The MHC is HLA-A30:01 with pseudo-sequence HLA-A30:01. The binding affinity (normalized) is 0.213.